From a dataset of Catalyst prediction with 721,799 reactions and 888 catalyst types from USPTO. Predict which catalyst facilitates the given reaction. (1) Reactant: [OH:1][C:2]1[CH:9]=[CH:8][C:5]([CH2:6][OH:7])=[CH:4][CH:3]=1.Br[CH:11]([Cl:14])[CH2:12][CH3:13].[OH-].[K+]. Product: [Cl:14][CH2:11][CH2:12][CH2:13][O:1][C:2]1[CH:9]=[CH:8][C:5]([CH2:6][OH:7])=[CH:4][CH:3]=1. The catalyst class is: 8. (2) Reactant: Br[C:2]1[CH:3]=[CH:4][C:5]([C:8]2[CH:13]=[CH:12][CH:11]=[CH:10][CH:9]=2)=[N:6][CH:7]=1.[Li]CCCC.Cl[Si:20]([C:33]1[CH:38]=[CH:37][CH:36]=[CH:35][CH:34]=1)([C:27]1[CH:32]=[CH:31][CH:30]=[CH:29][CH:28]=1)[C:21]1[CH:26]=[CH:25][CH:24]=[CH:23][CH:22]=1. Product: [C:8]1([C:5]2[CH:4]=[CH:3][C:2]([Si:20]([C:27]3[CH:28]=[CH:29][CH:30]=[CH:31][CH:32]=3)([C:33]3[CH:38]=[CH:37][CH:36]=[CH:35][CH:34]=3)[C:21]3[CH:22]=[CH:23][CH:24]=[CH:25][CH:26]=3)=[CH:7][N:6]=2)[CH:13]=[CH:12][CH:11]=[CH:10][CH:9]=1. The catalyst class is: 1. (3) Reactant: CS(O[CH:6]([CH:8]1[CH2:13][CH2:12][N:11]([C:14]([O:16][C:17]([CH3:20])([CH3:19])[CH3:18])=[O:15])[CH2:10][CH2:9]1)[CH3:7])(=O)=O.[C:21]([O-:24])(=[S:23])[CH3:22].[K+].CS(C)=O. Product: [C:21]([S:23][CH:6]([CH:8]1[CH2:9][CH2:10][N:11]([C:14]([O:16][C:17]([CH3:18])([CH3:19])[CH3:20])=[O:15])[CH2:12][CH2:13]1)[CH3:7])(=[O:24])[CH3:22]. The catalyst class is: 28.